From a dataset of Catalyst prediction with 721,799 reactions and 888 catalyst types from USPTO. Predict which catalyst facilitates the given reaction. (1) Reactant: [CH3:1][O:2][C:3]1[CH:8]=[CH:7][C:6]([N+:9]([O-])=O)=[CH:5][C:4]=1[C:12]([F:15])([F:14])[F:13]. Product: [CH3:1][O:2][C:3]1[CH:8]=[CH:7][C:6]([NH2:9])=[CH:5][C:4]=1[C:12]([F:13])([F:14])[F:15]. The catalyst class is: 19. (2) Reactant: [Cl:1][C:2]1[CH:7]=[C:6]2[NH:8][C:9](=[O:26])[C:10]3([CH:15]([CH2:16][CH3:17])[CH2:14][C:13](=O)[NH:12][CH:11]3[C:19]3[CH:24]=[CH:23][CH:22]=[C:21]([Cl:25])[CH:20]=3)[C:5]2=[CH:4][CH:3]=1.[BH4-].[Na+]. Product: [Cl:1][C:2]1[CH:7]=[C:6]2[NH:8][C:9](=[O:26])[C:10]3([CH:15]([CH2:16][CH3:17])[CH2:14][CH2:13][NH:12][CH:11]3[C:19]3[CH:24]=[CH:23][CH:22]=[C:21]([Cl:25])[CH:20]=3)[C:5]2=[CH:4][CH:3]=1. The catalyst class is: 5. (3) Reactant: C([N:8]1[CH2:12][C@H:11]([C:13]2[CH:18]=[CH:17][C:16](Cl)=[C:15]([F:20])[CH:14]=2)[C@@H:10]([NH:21][C:22](=[O:28])[O:23][C:24]([CH3:27])([CH3:26])[CH3:25])[CH2:9]1)C1C=CC=CC=1. Product: [F:20][C:15]1[CH:14]=[C:13]([C@H:11]2[CH2:12][NH:8][CH2:9][C@@H:10]2[NH:21][C:22](=[O:28])[O:23][C:24]([CH3:26])([CH3:25])[CH3:27])[CH:18]=[CH:17][CH:16]=1. The catalyst class is: 19. (4) Reactant: [I-].[Na+].Br[CH2:4][CH2:5][CH2:6][O:7][CH2:8][C:9]1[CH:14]=[CH:13][CH:12]=[CH:11][CH:10]=1.[CH2:15]([CH2:17][NH2:18])[OH:16]. Product: [CH2:8]([O:7][CH2:6][CH2:5][CH2:4][NH:18][CH2:17][CH2:15][OH:16])[C:9]1[CH:14]=[CH:13][CH:12]=[CH:11][CH:10]=1. The catalyst class is: 8.